This data is from Full USPTO retrosynthesis dataset with 1.9M reactions from patents (1976-2016). The task is: Predict the reactants needed to synthesize the given product. Given the product [Cl:1][C:2]1[CH:7]=[C:6]([F:8])[C:5]([F:9])=[C:4]([N+:16]([O-:18])=[O:17])[C:3]=1[Cl:10], predict the reactants needed to synthesize it. The reactants are: [Cl:1][C:2]1[CH:7]=[C:6]([F:8])[C:5]([F:9])=[CH:4][C:3]=1[Cl:10].S(=O)(=O)(O)O.[N+:16]([O-])([OH:18])=[O:17].